From a dataset of NCI-60 drug combinations with 297,098 pairs across 59 cell lines. Regression. Given two drug SMILES strings and cell line genomic features, predict the synergy score measuring deviation from expected non-interaction effect. (1) Drug 1: CC1C(C(CC(O1)OC2CC(CC3=C2C(=C4C(=C3O)C(=O)C5=C(C4=O)C(=CC=C5)OC)O)(C(=O)CO)O)N)O.Cl. Drug 2: CC(C)CN1C=NC2=C1C3=CC=CC=C3N=C2N. Cell line: SF-268. Synergy scores: CSS=15.6, Synergy_ZIP=1.54, Synergy_Bliss=7.16, Synergy_Loewe=4.80, Synergy_HSA=4.50. (2) Drug 1: C1CC(=O)NC(=O)C1N2CC3=C(C2=O)C=CC=C3N. Drug 2: CCC1(CC2CC(C3=C(CCN(C2)C1)C4=CC=CC=C4N3)(C5=C(C=C6C(=C5)C78CCN9C7C(C=CC9)(C(C(C8N6C)(C(=O)OC)O)OC(=O)C)CC)OC)C(=O)OC)O.OS(=O)(=O)O. Cell line: HCC-2998. Synergy scores: CSS=36.1, Synergy_ZIP=1.58, Synergy_Bliss=3.23, Synergy_Loewe=-37.8, Synergy_HSA=2.17. (3) Drug 1: C1CCC(CC1)NC(=O)N(CCCl)N=O. Drug 2: CC1=CC2C(CCC3(C2CCC3(C(=O)C)OC(=O)C)C)C4(C1=CC(=O)CC4)C. Cell line: SF-539. Synergy scores: CSS=18.3, Synergy_ZIP=-1.75, Synergy_Bliss=4.11, Synergy_Loewe=-9.58, Synergy_HSA=3.66. (4) Drug 1: C(=O)(N)NO. Drug 2: C1CNP(=O)(OC1)N(CCCl)CCCl. Cell line: SF-268. Synergy scores: CSS=0.972, Synergy_ZIP=1.24, Synergy_Bliss=3.31, Synergy_Loewe=-0.284, Synergy_HSA=0.603. (5) Drug 2: C1=NNC2=C1C(=O)NC=N2. Cell line: M14. Synergy scores: CSS=14.2, Synergy_ZIP=-0.848, Synergy_Bliss=0.0536, Synergy_Loewe=-39.4, Synergy_HSA=0.409. Drug 1: CCC1=CC2CC(C3=C(CN(C2)C1)C4=CC=CC=C4N3)(C5=C(C=C6C(=C5)C78CCN9C7C(C=CC9)(C(C(C8N6C)(C(=O)OC)O)OC(=O)C)CC)OC)C(=O)OC.C(C(C(=O)O)O)(C(=O)O)O. (6) Drug 1: CC1CCC2CC(C(=CC=CC=CC(CC(C(=O)C(C(C(=CC(C(=O)CC(OC(=O)C3CCCCN3C(=O)C(=O)C1(O2)O)C(C)CC4CCC(C(C4)OC)O)C)C)O)OC)C)C)C)OC. Drug 2: CC(C)NC(=O)C1=CC=C(C=C1)CNNC.Cl. Cell line: OVCAR-8. Synergy scores: CSS=1.10, Synergy_ZIP=-6.31, Synergy_Bliss=0.0622, Synergy_Loewe=-22.6, Synergy_HSA=0.353. (7) Drug 1: C1=CN(C(=O)N=C1N)C2C(C(C(O2)CO)O)O.Cl. Drug 2: CC12CCC3C(C1CCC2O)C(CC4=C3C=CC(=C4)O)CCCCCCCCCS(=O)CCCC(C(F)(F)F)(F)F. Cell line: CAKI-1. Synergy scores: CSS=29.8, Synergy_ZIP=-0.0462, Synergy_Bliss=-0.465, Synergy_Loewe=-18.1, Synergy_HSA=0.642. (8) Drug 1: CC(CN1CC(=O)NC(=O)C1)N2CC(=O)NC(=O)C2. Drug 2: C1C(C(OC1N2C=NC3=C2NC=NCC3O)CO)O. Cell line: OVCAR3. Synergy scores: CSS=17.2, Synergy_ZIP=-3.65, Synergy_Bliss=-2.03, Synergy_Loewe=-2.42, Synergy_HSA=-2.32. (9) Drug 1: CN1C(=O)N2C=NC(=C2N=N1)C(=O)N. Drug 2: C1=CC=C(C(=C1)C(C2=CC=C(C=C2)Cl)C(Cl)Cl)Cl. Cell line: SNB-75. Synergy scores: CSS=1.79, Synergy_ZIP=-1.09, Synergy_Bliss=-0.415, Synergy_Loewe=-2.59, Synergy_HSA=-2.08. (10) Synergy scores: CSS=52.1, Synergy_ZIP=-12.1, Synergy_Bliss=-12.4, Synergy_Loewe=-1.20, Synergy_HSA=-0.606. Drug 1: C#CCC(CC1=CN=C2C(=N1)C(=NC(=N2)N)N)C3=CC=C(C=C3)C(=O)NC(CCC(=O)O)C(=O)O. Drug 2: CC1C(C(CC(O1)OC2CC(CC3=C2C(=C4C(=C3O)C(=O)C5=CC=CC=C5C4=O)O)(C(=O)C)O)N)O. Cell line: SR.